Dataset: Full USPTO retrosynthesis dataset with 1.9M reactions from patents (1976-2016). Task: Predict the reactants needed to synthesize the given product. (1) Given the product [CH2:6]([O:9][C:10]([C:12]1[S:16][C:15]([Cl:17])=[N:14][C:13]=1[C:18]([OH:23])=[O:19])=[O:11])[CH:7]=[CH2:8], predict the reactants needed to synthesize it. The reactants are: OS(O)(=O)=O.[CH2:6]([O:9][C:10]([C:12]1[S:16][C:15]([Cl:17])=[N:14][C:13]=1[CH2:18][OH:19])=[O:11])[CH:7]=[CH2:8].C([OH:23])(C)C. (2) Given the product [Br:5][C:6]1[CH:7]=[C:8]([F:13])[C:9]([O:12][C:14]([Cl:17])([Cl:16])[Cl:15])=[N:10][CH:11]=1, predict the reactants needed to synthesize it. The reactants are: C(Cl)(Cl)=S.[Br:5][C:6]1[CH:7]=[C:8]([F:13])[C:9]([OH:12])=[N:10][CH:11]=1.[CH:14]([Cl:17])([Cl:16])[Cl:15]. (3) The reactants are: [NH:1]1[CH2:3][C@H:2]1[CH2:4][O:5][C:6]1[CH:7]=[C:8]([C:12]2[CH:13]=[C:14]3[C:19](=[C:20]([NH2:22])[N:21]=2)[CH:18]=[N:17][C:16]2[CH:23]=[C:24]([O:29][CH3:30])[C:25]([O:27][CH3:28])=[CH:26][C:15]3=2)[CH:9]=[N:10][CH:11]=1.C(N(C(C)C)CC)(C)C.[CH3:40][C:41]([O:44][C:45](O[C:45]([O:44][C:41]([CH3:43])([CH3:42])[CH3:40])=[O:46])=[O:46])([CH3:43])[CH3:42]. Given the product [NH2:22][C:20]1[N:21]=[C:12]([C:8]2[CH:7]=[C:6]([O:5][CH2:4][CH:2]3[CH2:3][N@@:1]3[C:45]([O:44][C:41]([CH3:43])([CH3:42])[CH3:40])=[O:46])[CH:11]=[N:10][CH:9]=2)[CH:13]=[C:14]2[C:19]=1[CH:18]=[N:17][C:16]1[CH:23]=[C:24]([O:29][CH3:30])[C:25]([O:27][CH3:28])=[CH:26][C:15]2=1, predict the reactants needed to synthesize it. (4) Given the product [ClH:30].[CH3:29][C@:9]1([C:14]([NH:16][C@H:17]([C:19]2[CH:20]=[CH:21][C:22]([C:23]([O:25][CH3:26])=[O:24])=[CH:27][CH:28]=2)[CH3:18])=[O:15])[CH2:10][CH2:11][CH2:12][CH2:13][NH:8]1, predict the reactants needed to synthesize it. The reactants are: C(OC([N:8]1[CH2:13][CH2:12][CH2:11][CH2:10][C@:9]1([CH3:29])[C:14]([NH:16][C@H:17]([C:19]1[CH:28]=[CH:27][C:22]([C:23]([O:25][CH3:26])=[O:24])=[CH:21][CH:20]=1)[CH3:18])=[O:15])=O)(C)(C)C.[ClH:30].O1CCOCC1.